From a dataset of Forward reaction prediction with 1.9M reactions from USPTO patents (1976-2016). Predict the product of the given reaction. Given the reactants [CH3:1][C:2]1[CH:7]=[CH:6][C:5]([N+:8]([O-:10])=[O:9])=[CH:4][C:3]=1[S:11](Cl)(=[O:13])=[O:12].[NH:15]1[CH2:20][CH2:19][O:18][CH2:17][CH2:16]1.C(N(CC)CC)C, predict the reaction product. The product is: [CH3:1][C:2]1[CH:7]=[CH:6][C:5]([N+:8]([O-:10])=[O:9])=[CH:4][C:3]=1[S:11]([N:15]1[CH2:20][CH2:19][O:18][CH2:17][CH2:16]1)(=[O:13])=[O:12].